From a dataset of Forward reaction prediction with 1.9M reactions from USPTO patents (1976-2016). Predict the product of the given reaction. (1) Given the reactants [CH3:1][O:2][C:3](=[O:30])[C@H:4]([NH:14][CH2:15][CH:16]1[CH2:21][CH2:20][N:19]([C:22]2[CH:27]=[CH:26][C:25](=[O:28])[N:24]([CH3:29])[N:23]=2)[CH2:18][CH2:17]1)[CH2:5][NH:6][C:7]([O:9][C:10]([CH3:13])([CH3:12])[CH3:11])=[O:8].[Cl:31][CH2:32][C:33](Cl)=[O:34], predict the reaction product. The product is: [CH3:1][O:2][C:3](=[O:30])[C@H:4]([N:14]([C:33](=[O:34])[CH2:32][Cl:31])[CH2:15][CH:16]1[CH2:21][CH2:20][N:19]([C:22]2[CH:27]=[CH:26][C:25](=[O:28])[N:24]([CH3:29])[N:23]=2)[CH2:18][CH2:17]1)[CH2:5][NH:6][C:7]([O:9][C:10]([CH3:13])([CH3:11])[CH3:12])=[O:8]. (2) The product is: [O:58]=[C:56]1[C:55]2[C:54](=[CH:62][CH:61]=[CH:60][CH:59]=2)[C:53](=[O:63])[N:57]1[CH2:35][C@@H:36]1[C@H:41]([CH3:42])[CH2:40][CH2:39][CH2:38][N:37]1[C:43]([O:45][CH2:46][C:47]1[CH:52]=[CH:51][CH:50]=[CH:49][CH:48]=1)=[O:44]. Given the reactants C1(P(C2C=CC=CC=2)C2C=CC=CC=2)C=CC=CC=1.CC(OC(/N=N/C(OC(C)C)=O)=O)C.O[CH2:35][C@@H:36]1[C@H:41]([CH3:42])[CH2:40][CH2:39][CH2:38][N:37]1[C:43]([O:45][CH2:46][C:47]1[CH:52]=[CH:51][CH:50]=[CH:49][CH:48]=1)=[O:44].[C:53]1(=[O:63])[NH:57][C:56](=[O:58])[C:55]2=[CH:59][CH:60]=[CH:61][CH:62]=[C:54]12, predict the reaction product.